From a dataset of Full USPTO retrosynthesis dataset with 1.9M reactions from patents (1976-2016). Predict the reactants needed to synthesize the given product. (1) Given the product [CH2:1]([O:8][CH2:9][N:10]1[C:18]2[C:17]([NH2:19])=[N:16][C:15]([CH2:20][CH2:21][O:44][CH3:37])=[N:14][C:13]=2[C:12]([CH2:24][CH2:25][CH2:26][CH2:27][CH2:28][N:29]2[CH2:30][CH2:32][CH2:33][CH2:34]2)=[CH:11]1)[C:2]1[CH:3]=[CH:4][CH:5]=[CH:6][CH:7]=1, predict the reactants needed to synthesize it. The reactants are: [CH2:1]([O:8][CH2:9][N:10]1[C:18]2[C:17]([NH2:19])=[N:16][C:15]([CH2:20][CH2:21]CC)=[N:14][C:13]=2[C:12]([C:24]#[C:25][CH2:26][CH2:27][CH2:28][N:29]2[CH2:34][CH2:33][CH:32](F)C[CH2:30]2)=[C:11]1C)[C:2]1[CH:7]=[CH:6][CH:5]=[CH:4][CH:3]=1.[CH2:37]([O:44]CN1C2C(N)=NC(CCOC)=NC=2C(C#CCCCCl)=C1)C1C=CC=CC=1.N1CCCC1. (2) The reactants are: [Br:1][C:2]1[C:10]2[C:9]([NH:11][C:12]3[CH:13]=[C:14]4[CH:22]=[N:21][NH:20][C:15]4=[N:16][C:17]=3[O:18]C)=[N:8][CH:7]=[N:6][C:5]=2[NH:4][C:3]=1[C:23]([OH:25])=O.BrC1[C:35]2[C:34]([NH:36][C:37]3C=C4C=NNC4=NC=3O)=N[CH:32]=[N:31][C:30]=2NC=1C(O)=O.[CH2:50](NCCN(C)C)C. Given the product [Br:1][C:2]1[C:10]2[C:9]([NH:11][C:12]3[CH:13]=[C:14]4[CH:22]=[N:21][NH:20][C:15]4=[N:16][C:17]=3[OH:18])=[N:8][CH:7]=[N:6][C:5]=2[NH:4][C:3]=1[C:23]([N:36]([CH2:34][CH2:35][CH2:30][N:31]([CH3:32])[CH3:50])[CH3:37])=[O:25], predict the reactants needed to synthesize it. (3) Given the product [CH:21]([C:20]1[C:19](=[O:24])[NH:18][C:17](=[O:26])[NH:16][C:15]=1[N:12]1[C:13]2[CH:14]=[C:6]([CH3:5])[CH:7]=[C:8]([C:28]#[N:29])[C:9]=2[CH:10]=[CH:11]1)([CH3:23])[CH3:22], predict the reactants needed to synthesize it. The reactants are: C(Br)(C)=O.[CH3:5][C:6]1[CH:7]=[C:8]([C:28]#[N:29])[C:9]2[CH:10]=[CH:11][N:12]([C:15]3[C:20]([CH:21]([CH3:23])[CH3:22])=[C:19]([O:24]C)[N:18]=[C:17]([O:26]C)[N:16]=3)[C:13]=2[CH:14]=1. (4) Given the product [CH:21]1([C:27]([NH:29][C@H:30]([C:35]([OH:37])=[O:36])[CH2:31][CH:32]([CH3:33])[CH3:34])=[O:28])[CH2:22][CH2:23][CH2:24][CH2:25][CH2:26]1, predict the reactants needed to synthesize it. The reactants are: C1(C(Cl)=O)CCCCC1.N[C@H](C(O)=O)CC(C)C.Cl.[Na+].[CH:21]1([C:27]([NH:29][C@H:30]([C:35]([O-:37])=[O:36])[CH2:31][CH:32]([CH3:34])[CH3:33])=[O:28])[CH2:26][CH2:25][CH2:24][CH2:23][CH2:22]1.[Na+].C1(C([O-])=O)CCCCC1.[Na+].C1(C(N[C@H](C(N[C@H](C([O-])=O)CC(C)C)=O)CC(C)C)=O)CCCCC1.